From a dataset of Reaction yield outcomes from USPTO patents with 853,638 reactions. Predict the reaction yield, written as a fraction of the theoretical maximum amount of product (1.0 means a 100% yield; for example, 0.34 means a 34% yield). (1) The reactants are [NH2:1][C:2]1[C:7]([Cl:8])=[C:6]([O:9][CH2:10][CH:11]([O:14][CH3:15])[O:12][CH3:13])[CH:5]=[CH:4][C:3]=1[C:16](=[O:18])[CH3:17].[CH:19]([C:22]1[N:23]=[C:24]([C:27](O)=[O:28])[S:25][CH:26]=1)([CH3:21])[CH3:20].O=P(Cl)(Cl)Cl. The catalyst is N1C=CC=CC=1. The product is [C:16]([C:3]1[C:2]([NH:1][C:27]([C:24]2[S:25][CH:26]=[C:22]([CH:19]([CH3:21])[CH3:20])[N:23]=2)=[O:28])=[C:7]([Cl:8])[C:6]([O:9][CH2:10][CH:11]([O:12][CH3:13])[O:14][CH3:15])=[CH:5][CH:4]=1)(=[O:18])[CH3:17]. The yield is 0.960. (2) The reactants are [NH2:1][C:2]1[CH:30]=[CH:29][C:5]([O:6][C:7]2[CH:12]=[CH:11][N:10]=[C:9]([NH:13][C:14](=[O:28])[N:15]([CH:17]3[CH2:22][CH2:21][N:20]([CH2:23][CH2:24][N:25]([CH3:27])[CH3:26])[CH2:19][CH2:18]3)[CH3:16])[CH:8]=2)=[CH:4][CH:3]=1.[F:31][C:32]1[CH:37]=[CH:36][C:35]([CH2:38][C:39]([N:41]=[C:42]=[O:43])=[O:40])=[CH:34][CH:33]=1.C(OCC)C.CCCCCC. The catalyst is O1CCCC1. The product is [CH3:27][N:25]([CH3:26])[CH2:24][CH2:23][N:20]1[CH2:21][CH2:22][CH:17]([N:15]([CH3:16])[C:14]([NH:13][C:9]2[CH:8]=[C:7]([O:6][C:5]3[CH:4]=[CH:3][C:2]([NH:1][C:42]([NH:41][C:39](=[O:40])[CH2:38][C:35]4[CH:36]=[CH:37][C:32]([F:31])=[CH:33][CH:34]=4)=[O:43])=[CH:30][CH:29]=3)[CH:12]=[CH:11][N:10]=2)=[O:28])[CH2:18][CH2:19]1. The yield is 0.135. (3) The reactants are [CH3:1][O:2][C:3]1[CH:24]=[CH:23][C:6]([CH2:7][O:8][C:9]2[CH:14]=[CH:13][C:12]([C:15]3[C:19](C(O)=O)=[CH:18][O:17][N:16]=3)=[CH:11][CH:10]=2)=[CH:5][CH:4]=1.C1(P(N=[N+]=[N-])(C2C=CC=CC=2)=[O:32])C=CC=CC=1.C([N:44]([CH2:47]C)CC)C.[C:49]([OH:53])([CH3:52])([CH3:51])[CH3:50]. The catalyst is CN(C=O)C. The product is [C:49]([O:53][C:47](=[O:32])[NH:44][C:19]1[C:15]([C:12]2[CH:11]=[CH:10][C:9]([O:8][CH2:7][C:6]3[CH:5]=[CH:4][C:3]([O:2][CH3:1])=[CH:24][CH:23]=3)=[CH:14][CH:13]=2)=[N:16][O:17][CH:18]=1)([CH3:52])([CH3:51])[CH3:50]. The yield is 0.150. (4) The product is [CH3:1][C:2]1[S:6][C:5]([CH2:7][CH2:8][C:9]([O:11][CH2:12][CH3:13])=[O:10])=[N:4][CH:3]=1. The catalyst is CO.[Pd]. The yield is 0.990. The reactants are [CH3:1][C:2]1[S:6][C:5](/[CH:7]=[CH:8]/[C:9]([O:11][CH2:12][CH3:13])=[O:10])=[N:4][CH:3]=1. (5) The reactants are [Cl:1][C:2]1[CH:10]=[C:9]2[C:5](/[C:6](=[CH:12]/[C:13]3[CH:18]=[CH:17][CH:16]=[C:15]([Cl:19])[CH:14]=3)/[C:7](=[O:11])[NH:8]2)=[CH:4][C:3]=1[F:20].[C:21]([O:25][C:26](O[C:26]([O:25][C:21]([CH3:24])([CH3:23])[CH3:22])=[O:27])=[O:27])([CH3:24])([CH3:23])[CH3:22].C(N(CC)CC)C. The catalyst is CN(C)C1C=CN=CC=1.ClCCl. The product is [C:21]([O:25][C:26]([N:8]1[C:9]2[C:5](=[CH:4][C:3]([F:20])=[C:2]([Cl:1])[CH:10]=2)/[C:6](=[CH:12]/[C:13]2[CH:18]=[CH:17][CH:16]=[C:15]([Cl:19])[CH:14]=2)/[C:7]1=[O:11])=[O:27])([CH3:24])([CH3:23])[CH3:22]. The yield is 1.00. (6) The reactants are [CH2:1]([N:8]1[CH2:13][CH2:12][CH:11]([NH:14][CH2:15][C:16]2[CH:21]=[CH:20][CH:19]=[CH:18][C:17]=2[N+:22]([O-])=O)[CH2:10][CH2:9]1)[C:2]1[CH:7]=[CH:6][CH:5]=[CH:4][CH:3]=1. The catalyst is C(O)(=O)C.[Zn]. The product is [NH2:22][C:17]1[CH:18]=[CH:19][CH:20]=[CH:21][C:16]=1[CH2:15][NH:14][CH:11]1[CH2:12][CH2:13][N:8]([CH2:1][C:2]2[CH:3]=[CH:4][CH:5]=[CH:6][CH:7]=2)[CH2:9][CH2:10]1. The yield is 0.730. (7) The reactants are [C:1]([O:10]C)(=O)[C:2]1[C:3](=[CH:5][CH:6]=[CH:7][CH:8]=1)[SH:4].[CH2:12]([N:19]([C:21]1[CH:22]=[C:23]([CH:26]=[CH:27][N:28]=1)[C:24]#[N:25])[CH3:20])[C:13]1[CH:18]=[CH:17][CH:16]=[CH:15][CH:14]=1.C(N(CC)CC)C. The yield is 0.150. The catalyst is C1(C)C=CC=CC=1. The product is [CH2:12]([N:19]([C:21]1[CH:22]=[C:23]([C:24]2[S:4][C:3]3[CH:5]=[CH:6][CH:7]=[CH:8][C:2]=3[C:1](=[O:10])[N:25]=2)[CH:26]=[CH:27][N:28]=1)[CH3:20])[C:13]1[CH:14]=[CH:15][CH:16]=[CH:17][CH:18]=1. (8) The reactants are [C:1]([O:4][C@H:5]1[C@H:10]([O:11][C:12](=[O:14])[CH3:13])[C@@H:9]([CH2:15][O:16][C:17](=[O:19])[CH3:18])[O:8][C@@H:7]([O:20][C@@H:21]2[C@H:27]([O:28][CH2:29][C:30]3[CH:35]=[CH:34][CH:33]=[CH:32][CH:31]=3)[C@@H:26]([O:36][CH2:37][C:38]3[CH:43]=[CH:42][CH:41]=[CH:40][CH:39]=3)[C@H:25]([CH3:44])[O:24][C@H:22]2[OH:23])[C@@H:6]1[NH:45][C:46](=[O:51])[C:47]([Cl:50])([Cl:49])[Cl:48])(=[O:3])[CH3:2].[Cl:52][C:53]([Cl:57])([Cl:56])[C:54]#[N:55].C1CCN2C(=NCCC2)CC1. The catalyst is C(Cl)Cl. The product is [Cl:52][C:53]([Cl:57])([Cl:56])[C:54]([O:23][C@@H:22]1[O:24][C@@H:25]([CH3:44])[C@H:26]([O:36][CH2:37][C:38]2[CH:39]=[CH:40][CH:41]=[CH:42][CH:43]=2)[C@@H:27]([O:28][CH2:29][C:30]2[CH:35]=[CH:34][CH:33]=[CH:32][CH:31]=2)[C@H:21]1[O:20][C@@H:7]1[O:8][C@H:9]([CH2:15][O:16][C:17](=[O:19])[CH3:18])[C@@H:10]([O:11][C:12](=[O:14])[CH3:13])[C@H:5]([O:4][C:1](=[O:3])[CH3:2])[C@H:6]1[NH:45][C:46](=[O:51])[C:47]([Cl:50])([Cl:49])[Cl:48])=[NH:55]. The yield is 0.780. (9) The yield is 0.160. The product is [S:31]1[CH:35]=[C:34]([CH2:36][NH:37][C:19](=[O:21])[C:18]2[CH:22]=[CH:23][C:15]([N:13]3[CH2:14][C:9]4[CH2:8][N:7]([C:5](=[O:6])[C:4]5[CH:24]=[CH:25][CH:26]=[CH:27][C:3]=5[C:2]([F:29])([F:28])[F:1])[CH2:11][C:10]=4[CH2:12]3)=[N:16][CH:17]=2)[N:33]=[CH:32]1. The reactants are [F:1][C:2]([F:29])([F:28])[C:3]1[CH:27]=[CH:26][CH:25]=[CH:24][C:4]=1[C:5]([N:7]1[CH2:11][C:10]2[CH2:12][N:13]([C:15]3[CH:23]=[CH:22][C:18]([C:19]([OH:21])=O)=[CH:17][N:16]=3)[CH2:14][C:9]=2[CH2:8]1)=[O:6].Cl.[S:31]1[CH:35]=[C:34]([CH2:36][NH2:37])[N:33]=[CH:32]1. No catalyst specified. (10) The reactants are [C:1]([C:3]1[CH:4]=[C:5]([NH:9][C:10]2[C:19]3[C:14](=[CH:15][CH:16]=[C:17]([NH2:20])[CH:18]=3)[N:13]=[CH:12][N:11]=2)[CH:6]=[CH:7][CH:8]=1)#[CH:2].N1C=CC=CC=1.Cl[C:28]([O:30][C:31]1[CH:36]=[CH:35][CH:34]=[CH:33][CH:32]=1)=[O:29]. The catalyst is CN(C=O)C.C(OCC)(=O)C. The product is [C:1]([C:3]1[CH:4]=[C:5]([NH:9][C:10]2[C:19]3[C:14](=[CH:15][CH:16]=[C:17]([NH:20][C:28](=[O:29])[O:30][C:31]4[CH:36]=[CH:35][CH:34]=[CH:33][CH:32]=4)[CH:18]=3)[N:13]=[CH:12][N:11]=2)[CH:6]=[CH:7][CH:8]=1)#[CH:2]. The yield is 0.950.